From a dataset of Forward reaction prediction with 1.9M reactions from USPTO patents (1976-2016). Predict the product of the given reaction. (1) Given the reactants [C:1]([O:5][C:6]([NH:8][C:9]([NH2:11])=[S:10])=[O:7])([CH3:4])([CH3:3])[CH3:2].[CH2:12]([S:14][C:15](=O)[CH2:16]Br)[CH3:13], predict the reaction product. The product is: [C:1]([O:5][C:6](=[O:7])[NH:8][C:9]1[S:10][CH:13]=[C:12]([S:14][CH2:15][CH3:16])[N:11]=1)([CH3:4])([CH3:2])[CH3:3]. (2) Given the reactants COC1C=CC(N)=CC=1.C[O:11][C:12]1[CH:17]=[CH:16][C:15]([NH:18][C:19](=[O:21])[CH3:20])=[CH:14][CH:13]=1.[Br:22][CH:23]([CH2:27][CH2:28][CH2:29][CH3:30])[C:24](Cl)=[O:25].[Br-].[Cl-].[Al+3].[Cl-].[Cl-], predict the reaction product. The product is: [Br:22][CH:23]([CH2:27][CH2:28][CH2:29][CH3:30])[C:24]([C:13]1[CH:14]=[C:15]([NH:18][C:19](=[O:21])[CH3:20])[CH:16]=[CH:17][C:12]=1[OH:11])=[O:25]. (3) Given the reactants C(#N)C([CH2:4][C:5]#[N:6])O.[H-].[Na+].[CH2:10]([N:17]1[CH2:22][CH2:21][N:20]([C:23]2[CH:34]=[C:27]3[C:28](O[C:31](=O)[NH:32][C:26]3=[CH:25][CH:24]=2)=[O:29])[CH2:19][CH2:18]1)[C:11]1[CH:16]=[CH:15][CH:14]=[CH:13][CH:12]=1.C[N:36](C)C=O, predict the reaction product. The product is: [NH2:36][C:31]1[C:4]([C:5]#[N:6])=[C:28]([OH:29])[C:27]2[C:26](=[CH:25][CH:24]=[C:23]([N:20]3[CH2:21][CH2:22][N:17]([CH2:10][C:11]4[CH:16]=[CH:15][CH:14]=[CH:13][CH:12]=4)[CH2:18][CH2:19]3)[CH:34]=2)[N:32]=1. (4) The product is: [CH3:78][N:77]([CH3:79])[C@@H:74]1[CH2:75][CH2:76][N:72]([C:70]([C:16]2[S:17][C:10]3[C:11](=[N:12][CH:13]=[CH:14][C:9]=3[O:8][C:7]3[CH:6]=[CH:5][C:4]([NH:18][C:19](=[O:30])[CH2:20][C:21]([NH:23][C:24]4[CH:25]=[CH:26][CH:27]=[CH:28][CH:29]=4)=[O:22])=[CH:3][C:2]=3[F:1])[CH:15]=2)=[O:71])[CH2:73]1. Given the reactants [F:1][C:2]1[CH:3]=[C:4]([NH:18][C:19](=[O:30])[CH2:20][C:21]([NH:23][C:24]2[CH:29]=[CH:28][CH:27]=[CH:26][CH:25]=2)=[O:22])[CH:5]=[CH:6][C:7]=1[O:8][C:9]1[CH:14]=[CH:13][N:12]=[C:11]2[CH:15]=[CH:16][S:17][C:10]=12.FC1C=C(N)C=CC=1OC1C=CN=C2C=C(C3N(C)C=CN=3)SC=12.NC1C=CC(OC2C=CN=C3C=C([C:70]([N:72]4[CH2:76][CH2:75][C@@H:74]([N:77]([CH3:79])[CH3:78])[CH2:73]4)=[O:71])SC=23)=C(F)C=1, predict the reaction product. (5) Given the reactants [CH:1]([NH2:3])=[O:2].[CH3:4][Si:5]([CH3:38])([CH3:37])[CH2:6][CH2:7][O:8][CH2:9][N:10]1[C:14]2[N:15]=[CH:16][N:17]=[C:18]([C:19]([CH:21]3[CH2:26][CH2:25][CH2:24][N:23]([C:27]([O:29][CH2:30][C:31]4[CH:36]=[CH:35][CH:34]=[CH:33][CH:32]=4)=[O:28])[CH2:22]3)=O)[C:13]=2[CH:12]=[CH:11]1.C(O)=O.[OH-].[Na+], predict the reaction product. The product is: [CH:1]([NH:3][CH:19]([C:18]1[C:13]2[CH:12]=[CH:11][N:10]([CH2:9][O:8][CH2:7][CH2:6][Si:5]([CH3:4])([CH3:38])[CH3:37])[C:14]=2[N:15]=[CH:16][N:17]=1)[CH:21]1[CH2:26][CH2:25][CH2:24][N:23]([C:27]([O:29][CH2:30][C:31]2[CH:32]=[CH:33][CH:34]=[CH:35][CH:36]=2)=[O:28])[CH2:22]1)=[O:2]. (6) Given the reactants C([N:8]1[CH2:13][CH2:12][CH:11]([N:14]2[C:18]([C:19]([F:22])([F:21])[F:20])=[N:17][N:16]=[C:15]2[CH3:23])[CH2:10][CH2:9]1)C1C=CC=CC=1, predict the reaction product. The product is: [CH3:23][C:15]1[N:14]([CH:11]2[CH2:12][CH2:13][NH:8][CH2:9][CH2:10]2)[C:18]([C:19]([F:22])([F:20])[F:21])=[N:17][N:16]=1.